From a dataset of Full USPTO retrosynthesis dataset with 1.9M reactions from patents (1976-2016). Predict the reactants needed to synthesize the given product. (1) The reactants are: BrC1C=CC(O)=C([C:8]2[CH:17]=[CH:16][C:15]3[C:10](=[CH:11][CH:12]=[C:13]([C:18]4[N:22]([CH:23]5[CH2:28][CH2:27][CH2:26][CH2:25][CH2:24]5)[C:21]5[CH:29]=[CH:30][C:31]([C:33]([OH:35])=[O:34])=[CH:32][C:20]=5[N:19]=4)[CH:14]=3)[N:9]=2)C=1.[CH2:37]([N:40]([CH2:45]CC)[CH2:41][C:42](=O)[CH3:43])[CH2:38][CH3:39].[OH-].[K+]. Given the product [CH:23]1([N:22]2[C:21]3[CH:29]=[CH:30][C:31]([C:33]([OH:35])=[O:34])=[CH:32][C:20]=3[N:19]=[C:18]2[C:13]2[CH:14]=[C:15]3[C:10](=[CH:11][CH:12]=2)[N:9]=[C:8]([CH2:45][N:40]([CH2:41][CH2:42][CH3:43])[CH2:37][CH2:38][CH3:39])[CH:17]=[CH:16]3)[CH2:24][CH2:25][CH2:26][CH2:27][CH2:28]1, predict the reactants needed to synthesize it. (2) Given the product [CH3:24][C:25]1[C:26]([O:33][C:32]2[N:30]=[CH:29][C:6]([NH:7][C:11]([C:5]3[C:4]4[C:8](=[CH:9][CH:10]=[C:2]([I:1])[CH:3]=4)[NH:7][CH:6]=3)=[O:13])=[CH:5][CH:4]=2)=[CH:27][CH:28]=[CH:23][N:22]=1, predict the reactants needed to synthesize it. The reactants are: [I:1][C:2]1[CH:3]=[C:4]2[C:8](=[CH:9][CH:10]=1)[NH:7][CH:6]=[C:5]2[C:11]([OH:13])=O.[CH2:26]1[CH2:27][CH2:28][CH:23]([N:22]=C=[N:22][CH:23]2[CH2:28][CH2:27][CH2:26][CH2:25][CH2:24]2)[CH2:24][CH2:25]1.[CH3:29][N:30]([CH:32]=[O:33])C. (3) Given the product [CH2:1]([O:8][C:9]([N:11]1[CH2:15][C@@H:14]([N:16]2[C:24]3[C:19](=[N:20][C:21]([C:26]4[C:27]([O:35][CH3:36])=[N:28][C:29]([CH:32]([CH3:34])[CH3:33])=[CH:30][CH:31]=4)=[C:22]([CH3:25])[CH:23]=3)[C:18]([CH3:37])=[CH:17]2)[C@@H:13]([O:38][CH2:43][CH2:42][F:44])[CH2:12]1)=[O:10])[C:2]1[CH:7]=[CH:6][CH:5]=[CH:4][CH:3]=1, predict the reactants needed to synthesize it. The reactants are: [CH2:1]([O:8][C:9]([N:11]1[CH2:15][C@@H:14]([N:16]2[C:24]3[C:19](=[N:20][C:21]([C:26]4[C:27]([O:35][CH3:36])=[N:28][C:29]([CH:32]([CH3:34])[CH3:33])=[CH:30][CH:31]=4)=[C:22]([CH3:25])[CH:23]=3)[C:18]([CH3:37])=[CH:17]2)[C@@H:13]([OH:38])[CH2:12]1)=[O:10])[C:2]1[CH:7]=[CH:6][CH:5]=[CH:4][CH:3]=1.[H-].[Na+].Br[CH:42]([F:44])[CH3:43]. (4) The reactants are: C[Si](C)(C)[C:3]1[CH:8]=[CH:7][C:6](C)=[C:5]([C:10]#[CH:11])[CH:4]=1.[OH-].[K+].[CH3:16]O. Given the product [C:8]1([CH3:16])[CH:3]=[CH:4][C:5]([C:10]#[CH:11])=[CH:6][CH:7]=1, predict the reactants needed to synthesize it.